This data is from Full USPTO retrosynthesis dataset with 1.9M reactions from patents (1976-2016). The task is: Predict the reactants needed to synthesize the given product. (1) Given the product [Cl:1][C:2]1[C:3]([CH3:18])=[C:4]([NH:10][C@H:11]([C@@H:15]([OH:17])[CH3:16])[C:12]([NH:27][NH:26][C:24](=[O:25])[C:23]2[CH:28]=[CH:29][C:20]([OH:19])=[CH:21][CH:22]=2)=[O:14])[CH:5]=[CH:6][C:7]=1[C:8]#[N:9], predict the reactants needed to synthesize it. The reactants are: [Cl:1][C:2]1[C:3]([CH3:18])=[C:4]([NH:10][C@H:11]([C@@H:15]([OH:17])[CH3:16])[C:12]([OH:14])=O)[CH:5]=[CH:6][C:7]=1[C:8]#[N:9].[OH:19][C:20]1[CH:29]=[CH:28][C:23]([C:24]([NH:26][NH2:27])=[O:25])=[CH:22][CH:21]=1.ClC1C(C)=C(N[C@H]([C@@H](O)C)C(NNC(=O)C2C=CC=CC=2)=O)C=CC=1C#N. (2) Given the product [C:31]([N:28]1[CH2:29][CH2:30][CH:25]([O:24][C:22]2[CH:23]=[C:18]([CH:14]3[O:13][C:12]4[CH:11]=[CH:10][CH:9]=[C:8]([C:6]([OH:7])=[O:5])[C:17]=4[O:16][CH2:15]3)[CH:19]=[N:20][CH:21]=2)[CH2:26][CH2:27]1)(=[O:35])[CH:32]([CH3:34])[CH3:33], predict the reactants needed to synthesize it. The reactants are: O.[OH-].[Li+].C[O:5][C:6]([C:8]1[C:17]2[O:16][CH2:15][CH:14]([C:18]3[CH:19]=[N:20][CH:21]=[C:22]([O:24][CH:25]4[CH2:30][CH2:29][N:28]([C:31](=[O:35])[CH:32]([CH3:34])[CH3:33])[CH2:27][CH2:26]4)[CH:23]=3)[O:13][C:12]=2[CH:11]=[CH:10][CH:9]=1)=[O:7].C(O)(=O)C.CCOC(C)=O. (3) Given the product [N+:31]([C:34]1[CH:52]=[CH:51][C:37]([CH2:38][O:39][C:40]([C:42]2[N:43]3[C@H:46]([S:47][CH:48]=2)[C:45]([CH:17]([O:18][C:53](=[O:55])[CH3:54])[C:15]2[N:14]=[C:13]([CH2:19][C:20]4[CH:21]=[CH:22][CH:23]=[CH:24][CH:25]=4)[N:12]([C:10]([O:9][CH2:8][C:7]4[CH:6]=[CH:5][C:4]([N+:1]([O-:3])=[O:2])=[CH:27][CH:26]=4)=[O:11])[CH:16]=2)([Br:49])[C:44]3=[O:50])=[O:41])=[CH:36][CH:35]=1)([O-:33])=[O:32], predict the reactants needed to synthesize it. The reactants are: [N+:1]([C:4]1[CH:27]=[CH:26][C:7]([CH2:8][O:9][C:10]([N:12]2[CH:16]=[C:15]([CH:17]=[O:18])[N:14]=[C:13]2[CH2:19][C:20]2[CH:25]=[CH:24][CH:23]=[CH:22][CH:21]=2)=[O:11])=[CH:6][CH:5]=1)([O-:3])=[O:2].[Mg+2].[Br-].[Br-].[N+:31]([C:34]1[CH:52]=[CH:51][C:37]([CH2:38][O:39][C:40]([C:42]2[N:43]3[C@H:46]([S:47][CH:48]=2)[C@@H:45]([Br:49])[C:44]3=[O:50])=[O:41])=[CH:36][CH:35]=1)([O-:33])=[O:32].[C:53](OC(=O)C)(=[O:55])[CH3:54]. (4) Given the product [F:95][C:79]1([F:78])[C:86]2[C:85]([C:87]([F:90])([F:88])[F:89])=[N:84][N:83]([CH2:13][C:12]([NH:11][C@H:10]([C:28]3[C:33]([C:34]4[CH:35]=[CH:36][C:37]([F:43])=[C:38]([CH:42]=4)[C:39]([NH2:41])=[O:40])=[CH:32][CH:31]=[CH:30][N:29]=3)[CH2:9][C:4]3[CH:5]=[C:6]([F:8])[CH:7]=[C:2]([F:1])[CH:3]=3)=[O:27])[C:82]=2[CH2:81][CH2:80]1, predict the reactants needed to synthesize it. The reactants are: [F:1][C:2]1[CH:3]=[C:4]([CH2:9][C@@H:10]([C:28]2[C:33]([C:34]3[CH:35]=[CH:36][C:37]([F:43])=[C:38]([CH:42]=3)[C:39]([NH2:41])=[O:40])=[CH:32][CH:31]=[CH:30][N:29]=2)[NH:11][C:12](=[O:27])[CH2:13]C2C3C(=CC=C(C(F)(F)F)C=3)NC=2)[CH:5]=[C:6]([F:8])[CH:7]=1.FC(F)(F)C(O)=O.N[C@H](C1C(C2C=CC(F)=C(C=2)C(N)=O)=CC=CN=1)CC1C=C(F)C=C(F)C=1.[F:78][C:79]1([F:95])[C:86]2[C:85]([C:87]([F:90])([F:89])[F:88])=[N:84][N:83](CC(O)=O)[C:82]=2[CH2:81][CH2:80]1. (5) Given the product [C:1]([C:3]1[CH:4]=[C:5]([C:13]2[S:17][C:16]([C:18]3[C:19]([CH2:34][CH3:35])=[C:20]([CH2:24][CH2:25][N:26]4[CH2:29][CH:28]([C:30]([OH:32])=[O:31])[CH2:27]4)[CH:21]=[CH:22][CH:23]=3)=[N:15][N:14]=2)[CH:6]=[CH:7][C:8]=1[CH2:9][CH:10]([CH3:11])[CH3:12])#[N:2], predict the reactants needed to synthesize it. The reactants are: [C:1]([C:3]1[CH:4]=[C:5]([C:13]2[S:17][C:16]([C:18]3[C:19]([CH2:34][CH3:35])=[C:20]([CH2:24][CH2:25][N:26]4[CH2:29][CH:28]([C:30]([O:32]C)=[O:31])[CH2:27]4)[CH:21]=[CH:22][CH:23]=3)=[N:15][N:14]=2)[CH:6]=[CH:7][C:8]=1[CH2:9][CH:10]([CH3:12])[CH3:11])#[N:2].[OH-].[Na+].Cl. (6) Given the product [Cl:21][C:22]1[S:26][C:25]([CH:27]([CH3:33])[CH2:28][S:29]([NH:1][C@H:2]2[CH2:6][CH2:5][N:4]([C@H:7]([C:12]([N:14]3[CH2:15][CH2:16][O:17][CH2:18][CH2:19]3)=[O:13])[C@@H:8]([CH3:11])[CH2:9][CH3:10])[C:3]2=[O:20])(=[O:31])=[O:30])=[CH:24][CH:23]=1, predict the reactants needed to synthesize it. The reactants are: [NH2:1][C@H:2]1[CH2:6][CH2:5][N:4]([C@H:7]([C:12]([N:14]2[CH2:19][CH2:18][O:17][CH2:16][CH2:15]2)=[O:13])[C@@H:8]([CH3:11])[CH2:9][CH3:10])[C:3]1=[O:20].[Cl:21][C:22]1[S:26][C:25]([CH:27]([CH3:33])[CH2:28][S:29](Cl)(=[O:31])=[O:30])=[CH:24][CH:23]=1. (7) Given the product [CH3:1][O:2][C:3](=[O:30])[CH2:4][CH2:5][C@H:6]([C@@H:8]1[C@:25]2([CH3:26])[C:11]([C:12]3[CH2:13][CH2:14][C@@H:15]4[C@:20]([C:22]=3[CH2:23][CH2:24]2)([CH3:21])[CH2:19][CH2:18][C@H:17]([O:27][Si:36]([C:39]([CH3:42])([CH3:41])[CH3:40])([CH3:38])[CH3:37])[C:16]4([CH3:29])[CH3:28])=[CH:10][CH2:9]1)[CH3:7], predict the reactants needed to synthesize it. The reactants are: [CH3:1][O:2][C:3](=[O:30])[CH2:4][CH2:5][C@H:6]([C@@H:8]1[C@:25]2([CH3:26])[C:11]([C:12]3[CH2:13][CH2:14][C@@H:15]4[C@:20]([C:22]=3[CH2:23][CH2:24]2)([CH3:21])[CH2:19][CH2:18][C@H:17]([OH:27])[C:16]4([CH3:29])[CH3:28])=[CH:10][CH2:9]1)[CH3:7].N1C=CN=C1.[Si:36](Cl)([C:39]([CH3:42])([CH3:41])[CH3:40])([CH3:38])[CH3:37].